From a dataset of Catalyst prediction with 721,799 reactions and 888 catalyst types from USPTO. Predict which catalyst facilitates the given reaction. (1) Reactant: [CH:1]([C:4]1[CH:9]=[CH:8][C:7]([N:10]([CH2:25][C:26]2[CH:27]=[N:28][N:29]([CH2:31][C:32](OC)=[O:33])[CH:30]=2)[C:11]([CH:13]2[C:22]3[C:17](=[CH:18][CH:19]=[C:20]([O:23][CH3:24])[CH:21]=3)[CH2:16][CH2:15][CH2:14]2)=[O:12])=[CH:6][CH:5]=1)([CH3:3])[CH3:2].[BH4-].[Na+].[Cl-].[Li+]. Product: [OH:33][CH2:32][CH2:31][N:29]1[CH:30]=[C:26]([CH2:25][N:10]([C:7]2[CH:6]=[CH:5][C:4]([CH:1]([CH3:3])[CH3:2])=[CH:9][CH:8]=2)[C:11]([CH:13]2[C:22]3[C:17](=[CH:18][CH:19]=[C:20]([O:23][CH3:24])[CH:21]=3)[CH2:16][CH2:15][CH2:14]2)=[O:12])[CH:27]=[N:28]1. The catalyst class is: 353. (2) Reactant: [F:1][CH:2]([F:35])[O:3][C:4]1[CH:9]=[CH:8][C:7]([CH:10]([OH:34])[C:11]2[N:12]([C:27]([O:29][C:30]([CH3:33])([CH3:32])[CH3:31])=[O:28])[C:13]([CH2:16][C:17]3[CH:22]=[CH:21][C:20]([C:23]([O:25][CH3:26])=[O:24])=[CH:19][CH:18]=3)=[CH:14][CH:15]=2)=[CH:6][CH:5]=1. Product: [F:35][CH:2]([F:1])[O:3][C:4]1[CH:5]=[CH:6][C:7]([CH:10]([OH:34])[CH:11]2[CH2:15][CH2:14][CH:13]([CH2:16][C:17]3[CH:22]=[CH:21][C:20]([C:23]([O:25][CH3:26])=[O:24])=[CH:19][CH:18]=3)[N:12]2[C:27]([O:29][C:30]([CH3:31])([CH3:32])[CH3:33])=[O:28])=[CH:8][CH:9]=1. The catalyst class is: 465. (3) Reactant: Cl[C:2]1[N:7]=[C:6]([NH2:8])[CH:5]=[C:4]([Cl:9])[N:3]=1.[NH2:10][C:11]1[CH:18]=[CH:17][C:14]([C:15]#[N:16])=[CH:13][CH:12]=1.Cl.C1C(Cl)=C(N)C(Cl)=CC=1O. Product: [NH2:8][C:6]1[CH:5]=[C:4]([Cl:9])[N:3]=[C:2]([NH:10][C:11]2[CH:18]=[CH:17][C:14]([C:15]#[N:16])=[CH:13][CH:12]=2)[N:7]=1. The catalyst class is: 6. (4) Reactant: [NH2:1][C:2]1[C:7]([NH2:8])=[C:6]([C:9]2[C:14]3[CH2:15][O:16][C:17](=[O:19])[NH:18][C:13]=3[CH:12]=[CH:11][CH:10]=2)[CH:5]=[CH:4][N:3]=1.[CH3:20][C@H:21]1[O:26][C@@H:25]([CH3:27])[CH2:24][N:23]([C:28]2[CH:35]=[CH:34][C:31]([CH:32]=O)=[CH:30][CH:29]=2)[CH2:22]1.CC1C=CC(S(O)(=O)=O)=CC=1. Product: [CH3:27][C@H:25]1[O:26][C@@H:21]([CH3:20])[CH2:22][N:23]([C:28]2[CH:29]=[CH:30][C:31]([C:32]3[NH:1][C:2]4=[N:3][CH:4]=[CH:5][C:6]([C:9]5[C:14]6[CH2:15][O:16][C:17](=[O:19])[NH:18][C:13]=6[CH:12]=[CH:11][CH:10]=5)=[C:7]4[N:8]=3)=[CH:34][CH:35]=2)[CH2:24]1. The catalyst class is: 35. (5) Reactant: [OH:1][C:2]1[CH:3]=[C:4]2[C:9](=[CH:10][CH:11]=1)[C:8](=[O:12])[CH2:7][CH2:6][CH2:5]2.[O:13](S(C(F)(F)F)(=O)=O)[S:14]([C:17]([F:20])([F:19])[F:18])(=O)=[O:15]. Product: [O:12]=[C:8]1[CH2:7][CH2:6][CH2:5][C:4]2[CH:3]=[C:2]([O:1][S:14]([C:17]([F:20])([F:19])[F:18])(=[O:15])=[O:13])[CH:11]=[CH:10][C:9]1=2. The catalyst class is: 17. (6) Reactant: Cl[C:2]([O:4][CH2:5][CH2:6][CH2:7][Cl:8])=[O:3].[NH2:9][C:10]1[N:42]=[C:13]2[C:14]([C:32]3[CH:37]=[CH:36][CH:35]=[C:34]([C:38]([F:41])([F:40])[F:39])[CH:33]=3)=[C:15]([CH3:31])[C:16]([C:18]3[N:22]([C:23]4[CH:30]=[CH:29][C:26]([C:27]#[N:28])=[CH:25][CH:24]=4)[N:21]=[CH:20][CH:19]=3)=[CH:17][N:12]2[N:11]=1.N1C=CC=CC=1. Product: [Cl:8][CH2:7][CH2:6][CH2:5][O:4][C:2](=[O:3])[NH:9][C:10]1[N:42]=[C:13]2[C:14]([C:32]3[CH:37]=[CH:36][CH:35]=[C:34]([C:38]([F:40])([F:41])[F:39])[CH:33]=3)=[C:15]([CH3:31])[C:16]([C:18]3[N:22]([C:23]4[CH:30]=[CH:29][C:26]([C:27]#[N:28])=[CH:25][CH:24]=4)[N:21]=[CH:20][CH:19]=3)=[CH:17][N:12]2[N:11]=1. The catalyst class is: 1. (7) Reactant: [CH2:1]([O:3][C:4]([N:6]1[CH2:11][CH2:10][N:9]([C:12](=[NH:15])[NH:13][OH:14])[CH2:8][CH2:7]1)=[O:5])[CH3:2].[Cl:16][C:17]1[CH:18]=[C:19]([CH:23]=[CH:24][CH:25]=1)[C:20](O)=[O:21].CCN(C(C)C)C(C)C.CN(C(ON1N=NC2C=CC=CC1=2)=[N+](C)C)C.F[P-](F)(F)(F)(F)F. Product: [NH2:15][C:12](=[N:13][O:14][C:20](=[O:21])[C:19]1[CH:23]=[CH:24][CH:25]=[C:17]([Cl:16])[CH:18]=1)[N:9]1[CH2:10][CH2:11][N:6]([C:4]([O:3][CH2:1][CH3:2])=[O:5])[CH2:7][CH2:8]1. The catalyst class is: 39. (8) Reactant: [Li]CCCC.Br[C:7]1[CH:8]=[CH:9][CH:10]=[C:11]2[C:16]=1[N:15]=[CH:14][CH:13]=[CH:12]2.[Cl:17][CH2:18][C:19](N(OC)C)=[O:20].Cl.C([O-])(O)=O.[Na+]. Product: [Cl:17][CH2:18][C:19]([C:7]1[CH:8]=[CH:9][CH:10]=[C:11]2[C:16]=1[N:15]=[CH:14][CH:13]=[CH:12]2)=[O:20]. The catalyst class is: 332.